Predict the product of the given reaction. From a dataset of Forward reaction prediction with 1.9M reactions from USPTO patents (1976-2016). (1) Given the reactants [NH2:1][C:2]1[CH:7]=[C:6]([CH3:8])[CH:5]=[C:4]([CH3:9])[C:3]=1[OH:10].C(OCC)(=O)C.C(=O)([O-])O.[Na+].[Cl:22][CH:23]([C:27]1[CH:32]=[CH:31][CH:30]=[CH:29][CH:28]=1)[C:24](Cl)=[O:25], predict the reaction product. The product is: [Cl:22][CH:23]([C:27]1[CH:32]=[CH:31][CH:30]=[CH:29][CH:28]=1)[C:24]([NH:1][C:2]1[CH:7]=[C:6]([CH3:8])[CH:5]=[C:4]([CH3:9])[C:3]=1[OH:10])=[O:25]. (2) Given the reactants C[O:2][C:3](=[O:29])[C:4]1[CH:9]=[C:8]([N+:10]([O-:12])=[O:11])[CH:7]=[CH:6][C:5]=1[NH:13][CH2:14][C:15]1[CH:20]=[C:19]([C:21]([F:24])([F:23])[F:22])[CH:18]=[C:17]([C:25]([F:28])([F:27])[F:26])[CH:16]=1.[Li+].[OH-], predict the reaction product. The product is: [F:22][C:21]([F:23])([F:24])[C:19]1[CH:20]=[C:15]([CH:16]=[C:17]([C:25]([F:28])([F:27])[F:26])[CH:18]=1)[CH2:14][NH:13][C:5]1[CH:6]=[CH:7][C:8]([N+:10]([O-:12])=[O:11])=[CH:9][C:4]=1[C:3]([OH:29])=[O:2]. (3) Given the reactants [C:1]1([C@@H:7]2[CH2:10][C@H:9]([OH:11])[CH2:8]2)[CH:6]=[CH:5][CH:4]=[CH:3][CH:2]=1.C1(P(C2C=CC=CC=2)C2C=CC=CC=2)C=CC=CC=1.[C:31](O)(=[O:38])[C:32]1[CH:37]=[CH:36][CH:35]=[CH:34][CH:33]=1.N(C(OCC)=O)=NC(OCC)=O, predict the reaction product. The product is: [C:31]([O:11][C@H:9]1[CH2:8][C@H:7]([C:1]2[CH:6]=[CH:5][CH:4]=[CH:3][CH:2]=2)[CH2:10]1)(=[O:38])[C:32]1[CH:37]=[CH:36][CH:35]=[CH:34][CH:33]=1. (4) Given the reactants Br[C:2]1[CH:7]=[CH:6][CH:5]=[CH:4][CH:3]=1.[C:8](=[S:10])=[S:9], predict the reaction product. The product is: [C:8]([SH:10])(=[S:9])[C:2]1[CH:7]=[CH:6][CH:5]=[CH:4][CH:3]=1. (5) Given the reactants Cl.[CH:2]([N:5]1[C:13]2[C:8](=[CH:9][CH:10]=[CH:11][CH:12]=2)[C:7]([C:14](=[O:24])[C:15]([NH:17][CH:18]2[CH2:23][CH2:22][NH:21][CH2:20][CH2:19]2)=[O:16])=[CH:6]1)([CH3:4])[CH3:3].C([O-])([O-])=O.[K+].[K+].Br[CH2:32][CH2:33][NH:34][C:35](=[O:41])[O:36][C:37]([CH3:40])([CH3:39])[CH3:38], predict the reaction product. The product is: [CH:2]([N:5]1[C:13]2[C:8](=[CH:9][CH:10]=[CH:11][CH:12]=2)[C:7]([C:14](=[O:24])[C:15]([NH:17][CH:18]2[CH2:19][CH2:20][N:21]([CH2:32][CH2:33][NH:34][C:35](=[O:41])[O:36][C:37]([CH3:40])([CH3:39])[CH3:38])[CH2:22][CH2:23]2)=[O:16])=[CH:6]1)([CH3:4])[CH3:3].